From a dataset of Serine/threonine kinase 33 screen with 319,792 compounds. Binary Classification. Given a drug SMILES string, predict its activity (active/inactive) in a high-throughput screening assay against a specified biological target. (1) The drug is S(=O)(=O)(Nc1c2c(c(O)c(SCC(O)=O)c1)cccc2)c1ccc(OCC)cc1. The result is 0 (inactive). (2) The molecule is O(C(C)(C)C)C(=O)NCCCCC(NC(OCc1ccccc1)=O)C(=O)Nc1ccc(OC)cc1. The result is 0 (inactive). (3) The drug is Brc1cc(CNc2n(c3c(n2)cccc3)CC)c(NS(=O)(=O)c2ccc(cc2)C)cc1. The result is 0 (inactive). (4) The molecule is s1cc(nc1NC(=O)C1Oc2c(OC1)cccc2)C(C)(C)C. The result is 0 (inactive). (5) The compound is O(C(=O)Nc1ccc(/N=C(\N[N+]([O-])=O)N)cc1)C. The result is 0 (inactive). (6) The compound is Oc1c(C(=O)Nc2ccc(OC)cc2)cc([N+]([O-])=O)cc1. The result is 1 (active). (7) The drug is S(c1n(CCCC)c2c(n(c(=O)n(c2=O)C)C)n1)Cc1oc(nn1)c1ccccc1. The result is 0 (inactive).